This data is from NCI-60 drug combinations with 297,098 pairs across 59 cell lines. The task is: Regression. Given two drug SMILES strings and cell line genomic features, predict the synergy score measuring deviation from expected non-interaction effect. (1) Drug 1: C1CCC(CC1)NC(=O)N(CCCl)N=O. Drug 2: C(CC(=O)O)C(=O)CN.Cl. Cell line: UACC62. Synergy scores: CSS=26.2, Synergy_ZIP=-9.44, Synergy_Bliss=-1.43, Synergy_Loewe=-9.94, Synergy_HSA=0.246. (2) Drug 1: CC12CCC3C(C1CCC2=O)CC(=C)C4=CC(=O)C=CC34C. Drug 2: C1CC(=O)NC(=O)C1N2C(=O)C3=CC=CC=C3C2=O. Cell line: UACC-257. Synergy scores: CSS=29.5, Synergy_ZIP=-2.65, Synergy_Bliss=-1.64, Synergy_Loewe=-0.933, Synergy_HSA=-1.41. (3) Drug 1: C1CN1P(=S)(N2CC2)N3CC3. Cell line: NCIH23. Drug 2: C1C(C(OC1N2C=NC3=C2NC=NCC3O)CO)O. Synergy scores: CSS=23.5, Synergy_ZIP=-4.28, Synergy_Bliss=1.52, Synergy_Loewe=-0.737, Synergy_HSA=-0.612.